From a dataset of Full USPTO retrosynthesis dataset with 1.9M reactions from patents (1976-2016). Predict the reactants needed to synthesize the given product. (1) Given the product [F:1][C:2]1[CH:28]=[C:27]([S:29]([CH3:32])(=[O:31])=[O:30])[CH:26]=[CH:25][C:3]=1[O:4][CH2:5][C:6]1[CH:7]=[CH:8][CH:9]=[C:10]([CH:12]2[CH2:13][CH2:14][NH:15][CH2:16][CH2:17]2)[N:11]=1.[ClH:33], predict the reactants needed to synthesize it. The reactants are: [F:1][C:2]1[CH:28]=[C:27]([S:29]([CH3:32])(=[O:31])=[O:30])[CH:26]=[CH:25][C:3]=1[O:4][CH2:5][C:6]1[N:11]=[C:10]([CH:12]2[CH2:17][CH2:16][N:15](C(OC(C)(C)C)=O)[CH2:14][CH2:13]2)[CH:9]=[CH:8][CH:7]=1.[ClH:33]. (2) Given the product [NH2:18][C:3]1[CH:4]=[CH:5][C:6]2[CH2:7][CH2:8][N:9]([C:13]([O:15][CH2:16][CH3:17])=[O:14])[CH2:10][CH2:11][C:12]=2[C:2]=1[Cl:1], predict the reactants needed to synthesize it. The reactants are: [Cl:1][C:2]1[C:12]2[CH2:11][CH2:10][N:9]([C:13]([O:15][CH2:16][CH3:17])=[O:14])[CH2:8][CH2:7][C:6]=2[CH:5]=[CH:4][C:3]=1[N+:18]([O-])=O.Cl.[OH-].[Na+].